This data is from Forward reaction prediction with 1.9M reactions from USPTO patents (1976-2016). The task is: Predict the product of the given reaction. (1) Given the reactants CS[C:3]1[N:8]=[C:7]([CH2:9][CH2:10][CH2:11][OH:12])[CH:6]=[C:5]([C:13]2[CH:18]=[CH:17][C:16]([CH3:19])=[C:15]([CH3:20])[CH:14]=2)[N:4]=1.[CH3:21]O.O.O[O:25][S:26]([O-:28])=O.[K+], predict the reaction product. The product is: [CH3:21][S:26]([C:3]1[N:8]=[C:7]([CH2:9][CH2:10][CH2:11][OH:12])[CH:6]=[C:5]([C:13]2[CH:18]=[CH:17][C:16]([CH3:19])=[C:15]([CH3:20])[CH:14]=2)[N:4]=1)(=[O:28])=[O:25]. (2) Given the reactants C[O:2][C:3]([C:5]1[CH:6]=[C:7]([C:19]2[CH:24]=[CH:23][CH:22]=[C:21]([F:25])[CH:20]=2)[CH:8]=[C:9]([O:11][CH2:12][C:13]2[CH:18]=[CH:17][CH:16]=[CH:15][CH:14]=2)[CH:10]=1)=[O:4].[Li+].[OH-].Cl, predict the reaction product. The product is: [CH2:12]([O:11][C:9]1[CH:10]=[C:5]([C:3]([OH:4])=[O:2])[CH:6]=[C:7]([C:19]2[CH:24]=[CH:23][CH:22]=[C:21]([F:25])[CH:20]=2)[CH:8]=1)[C:13]1[CH:14]=[CH:15][CH:16]=[CH:17][CH:18]=1. (3) Given the reactants [C:1]1([C:7](Cl)([C:14]2[CH:19]=[CH:18][CH:17]=[CH:16][CH:15]=2)[C:8]2[CH:13]=[CH:12][CH:11]=[CH:10][CH:9]=2)[CH:6]=[CH:5][CH:4]=[CH:3][CH:2]=1.[CH2:21]([OH:26])[CH:22]([OH:25])[CH:23]=[CH2:24].C(N(CC)CC)C, predict the reaction product. The product is: [C:7]([O:26][CH2:21][CH:22]([OH:25])[CH:23]=[CH2:24])([C:14]1[CH:19]=[CH:18][CH:17]=[CH:16][CH:15]=1)([C:8]1[CH:13]=[CH:12][CH:11]=[CH:10][CH:9]=1)[C:1]1[CH:6]=[CH:5][CH:4]=[CH:3][CH:2]=1. (4) Given the reactants [N+:1]([C:4]1[CH:17]=[CH:16][C:7]([O:8][C:9]2[CH:14]=[CH:13][N:12]=[C:11]([NH2:15])[CH:10]=2)=[CH:6][CH:5]=1)([O-:3])=[O:2].[CH2:18]([N:20]([CH2:23][CH3:24])[CH2:21]C)C.ClC(OC1C=CC=CC=1)=[O:27], predict the reaction product. The product is: [N+:1]([C:4]1[CH:17]=[CH:16][C:7]([O:8][C:9]2[CH:14]=[CH:13][N:12]=[C:11]([NH:15][C:21]([N:20]3[CH2:18][CH2:24][CH2:23]3)=[O:27])[CH:10]=2)=[CH:6][CH:5]=1)([O-:3])=[O:2]. (5) Given the reactants [Cl:1][C:2]1[CH:3]=[C:4]([NH:14][C:15](=[O:20])[CH2:16][C:17](=O)[CH3:18])[CH:5]=[CH:6][C:7]=1[N:8]1[CH2:13][CH2:12][O:11][CH2:10][CH2:9]1.[F:21][C:22]1[CH:23]=[C:24]([CH:30]=[CH:31][CH:32]=1)[O:25][CH2:26][C:27]([NH2:29])=O.C1(C)C=CC=CC=1.[NH4+].[Cl-], predict the reaction product. The product is: [Cl:1][C:2]1[CH:3]=[C:4]([N:14]2[C:15](=[O:20])[CH:16]=[C:17]([CH3:18])[N:29]=[C:27]2[CH2:26][O:25][C:24]2[CH:30]=[CH:31][CH:32]=[C:22]([F:21])[CH:23]=2)[CH:5]=[CH:6][C:7]=1[N:8]1[CH2:13][CH2:12][O:11][CH2:10][CH2:9]1. (6) Given the reactants [CH:1]12[CH2:7][CH:4]([CH2:5][CH2:6]1)[CH2:3][CH:2]2[CH2:8]O.[NH2:10][C@H:11]([C:17]([OH:19])=[O:18])[CH2:12][CH2:13][C:14]([OH:16])=[O:15].O.C1(C)C=CC(S(O)(=O)=O)=CC=1, predict the reaction product. The product is: [CH2:7]([CH:13]([C:14]([OH:16])=[O:15])[CH2:12][C@@H:11]([C:17]([OH:19])=[O:18])[NH2:10])[C:1]1[CH:2]=[CH:3][CH:4]=[CH:5][CH:6]=1.[CH:1]12[CH2:7][CH:4]([CH2:5][CH2:6]1)[CH2:3][CH:2]2[CH2:8][CH:13]([C:14]([OH:16])=[O:15])[CH2:12][C@@H:11]([C:17]([OH:19])=[O:18])[NH2:10].